Dataset: Full USPTO retrosynthesis dataset with 1.9M reactions from patents (1976-2016). Task: Predict the reactants needed to synthesize the given product. (1) Given the product [CH2:1]([O:8][C@@H:9]1[C@@H:17]([CH:18]([OH:19])[CH3:23])[O:16][C@H:15]2[C@H:11]([N:12]=[C:13]([N:20]([CH3:22])[CH3:21])[S:14]2)[CH2:10]1)[C:2]1[CH:7]=[CH:6][CH:5]=[CH:4][CH:3]=1, predict the reactants needed to synthesize it. The reactants are: [CH2:1]([O:8][C@@H:9]1[C@@H:17]([CH:18]=[O:19])[O:16][C@H:15]2[C@H:11]([N:12]=[C:13]([N:20]([CH3:22])[CH3:21])[S:14]2)[CH2:10]1)[C:2]1[CH:7]=[CH:6][CH:5]=[CH:4][CH:3]=1.[CH3:23][Mg+].[Br-]. (2) The reactants are: C(NCC)C.[C:6]([OH:10])(C)([CH3:8])[CH3:7].[Br:11][C:12]1[CH:13]=[C:14]([CH:19]=[CH:20][CH:21]=1)[C:15](=[O:18])[CH2:16]Br.CC(C)=O. Given the product [Br:11][C:12]1[CH:13]=[C:14]([C:15](=[O:18])[CH2:16][CH2:7][C:6](=[O:10])[CH3:8])[CH:19]=[CH:20][CH:21]=1, predict the reactants needed to synthesize it. (3) Given the product [Cl:1][CH2:2][CH2:3][O:4][C:5]1[CH:12]=[CH:11][C:8]([CH2:9][Br:15])=[CH:7][CH:6]=1, predict the reactants needed to synthesize it. The reactants are: [Cl:1][CH2:2][CH2:3][O:4][C:5]1[CH:12]=[CH:11][C:8]([CH2:9]O)=[CH:7][CH:6]=1.S(Br)([Br:15])=O. (4) Given the product [C:1]([C:3]1[C:8]([F:9])=[CH:7][C:6]([C:10](=[CH:18][N:19]([CH3:21])[CH3:20])[C:11]([O:13][CH3:14])=[O:12])=[C:5]([CH3:15])[CH:4]=1)#[N:2], predict the reactants needed to synthesize it. The reactants are: [C:1]([C:3]1[C:8]([F:9])=[CH:7][C:6]([CH2:10][C:11]([O:13][CH3:14])=[O:12])=[C:5]([CH3:15])[CH:4]=1)#[N:2].CO[CH:18](OC)[N:19]([CH3:21])[CH3:20].[Cl-].[Li+]. (5) Given the product [Br:14][C:15]1[CH:23]=[C:22]2[C:18]([C:19](=[CH:11][C:8]3[NH:9][CH:10]=[C:6]([CH2:5][CH2:4][C:1]([OH:3])=[O:2])[C:7]=3[CH3:13])[C:20](=[O:24])[NH:21]2)=[CH:17][CH:16]=1, predict the reactants needed to synthesize it. The reactants are: [C:1]([CH2:4][CH2:5][C:6]1[C:7]([CH3:13])=[C:8]([CH:11]=O)[NH:9][CH:10]=1)([OH:3])=[O:2].[Br:14][C:15]1[CH:23]=[C:22]2[C:18]([CH2:19][C:20](=[O:24])[NH:21]2)=[CH:17][CH:16]=1.